From a dataset of Full USPTO retrosynthesis dataset with 1.9M reactions from patents (1976-2016). Predict the reactants needed to synthesize the given product. (1) The reactants are: CN(C)C1C=CC=CC=1.[F:10][C:11]1[C:12](=O)[NH:13][C:14](=O)[NH:15][CH:16]=1.P(Cl)(Cl)([Cl:21])=O.[ClH:24]. Given the product [F:10][C:11]1[C:12]([Cl:21])=[N:13][C:14]([Cl:24])=[N:15][CH:16]=1, predict the reactants needed to synthesize it. (2) Given the product [C:1]([C:3]1([NH:6][C:7]([CH:9]2[CH2:13][CH:12]([S:14]([C:17]3[CH:22]=[CH:21][C:20]([N:42]4[CH2:43][CH2:44][N:39]([C:36](=[O:38])[CH3:37])[CH2:40][CH2:41]4)=[CH:19][C:18]=3[C:24]([F:26])([F:27])[F:25])(=[O:15])=[O:16])[CH2:11][CH:10]2[C:28]([N:30]2[CH2:33][C:32]([F:34])([F:35])[CH2:31]2)=[O:29])=[O:8])[CH2:5][CH2:4]1)#[N:2], predict the reactants needed to synthesize it. The reactants are: [C:1]([C:3]1([NH:6][C:7]([C@@H:9]2[CH2:13][C@@H:12]([S:14]([C:17]3[CH:22]=[CH:21][C:20](F)=[CH:19][C:18]=3[C:24]([F:27])([F:26])[F:25])(=[O:16])=[O:15])[CH2:11][C@H:10]2[C:28]([N:30]2[CH2:33][C:32]([F:35])([F:34])[CH2:31]2)=[O:29])=[O:8])[CH2:5][CH2:4]1)#[N:2].[C:36]([N:39]1[CH2:44][CH2:43][NH:42][CH2:41][CH2:40]1)(=[O:38])[CH3:37]. (3) Given the product [F:11][C:12]1[CH:17]=[C:16]([N+:18]([O-:20])=[O:19])[CH:15]=[CH:14][C:13]=1[O:21][C:2]1[C:3]2[NH:10][CH:9]=[CH:8][C:4]=2[N:5]=[CH:6][N:7]=1, predict the reactants needed to synthesize it. The reactants are: Cl[C:2]1[C:3]2[NH:10][CH:9]=[CH:8][C:4]=2[N:5]=[CH:6][N:7]=1.[F:11][C:12]1[CH:17]=[C:16]([N+:18]([O-:20])=[O:19])[CH:15]=[CH:14][C:13]=1[OH:21].Cl. (4) Given the product [CH2:1]([N:4]1[CH2:5][CH:6]([C:8]2[CH:9]=[CH:10][C:11]([NH:14][S:25]([C:22]3[CH:21]=[CH:20][C:19]([CH:17]([CH3:18])[C:16]([F:15])([F:29])[F:30])=[CH:24][CH:23]=3)(=[O:27])=[O:26])=[CH:12][CH:13]=2)[CH2:7]1)[CH2:2][CH3:3], predict the reactants needed to synthesize it. The reactants are: [CH2:1]([N:4]1[CH2:7][CH:6]([C:8]2[CH:13]=[CH:12][C:11]([NH2:14])=[CH:10][CH:9]=2)[CH2:5]1)[CH2:2][CH3:3].[F:15][C:16]([F:30])([F:29])[CH:17]([C:19]1[CH:24]=[CH:23][C:22]([S:25](Cl)(=[O:27])=[O:26])=[CH:21][CH:20]=1)[CH3:18]. (5) Given the product [CH2:1]([O:3][C:4]([N:6]1[CH2:7][CH2:8][N:9]([C:12](=[O:33])[C@@H:13]([NH2:22])[CH2:14][C:15]([O:17][C:18]([CH3:20])([CH3:19])[CH3:21])=[O:16])[CH2:10][CH2:11]1)=[O:5])[CH3:2], predict the reactants needed to synthesize it. The reactants are: [CH2:1]([O:3][C:4]([N:6]1[CH2:11][CH2:10][N:9]([C:12](=[O:33])[C@@H:13]([NH:22]C(OCC2C=CC=CC=2)=O)[CH2:14][C:15]([O:17][C:18]([CH3:21])([CH3:20])[CH3:19])=[O:16])[CH2:8][CH2:7]1)=[O:5])[CH3:2]. (6) Given the product [C:1]([O-:9])(=[O:8])[C:2]1[CH:7]=[CH:6][CH:5]=[CH:4][CH:3]=1.[CH:24]1[C:25]2[C:20](=[CH:19][C:18]3[C:27]([C:26]=2[CH2:28][N+:29]([CH3:32])([CH3:31])[CH3:30])=[CH:14][CH:15]=[CH:16][CH:17]=3)[CH:21]=[CH:22][CH:23]=1, predict the reactants needed to synthesize it. The reactants are: [C:1]([OH:9])(=[O:8])[C:2]1[CH:7]=[CH:6][CH:5]=[CH:4][CH:3]=1.C(#N)C.[Cl-].[CH:14]1[C:27]2[C:18](=[CH:19][C:20]3[C:25]([C:26]=2[CH2:28][N+:29]([CH3:32])([CH3:31])[CH3:30])=[CH:24][CH:23]=[CH:22][CH:21]=3)[CH:17]=[CH:16][CH:15]=1. (7) Given the product [C:23]([O:22][C:20](=[O:21])[NH:37][C:16]1([CH3:18])[CH2:17][N:14]([CH:1]([C:8]2[CH:13]=[CH:12][CH:11]=[CH:10][CH:9]=2)[C:2]2[CH:7]=[CH:6][CH:5]=[CH:4][CH:3]=2)[CH2:15]1)([CH3:26])([CH3:25])[CH3:24], predict the reactants needed to synthesize it. The reactants are: [CH:1]([N:14]1[CH2:17][CH:16]([CH3:18])[CH:15]1N)([C:8]1[CH:13]=[CH:12][CH:11]=[CH:10][CH:9]=1)[C:2]1[CH:7]=[CH:6][CH:5]=[CH:4][CH:3]=1.[C:20](O[C:20]([O:22][C:23]([CH3:26])([CH3:25])[CH3:24])=[O:21])([O:22][C:23]([CH3:26])([CH3:25])[CH3:24])=[O:21].C([N:37](CC)CC)C.C(=O)(O)[O-].[Na+]. (8) Given the product [CH:23](=[O:24])[CH3:22].[N:25]1([C:23](=[O:24])[CH3:22])[CH2:29][CH2:28][CH2:27][CH2:26]1, predict the reactants needed to synthesize it. The reactants are: C12C(NC3CCC(N)CC3)=NC=NC=1SC1CCCC2=1.Cl[CH2:22][C:23]([N:25]1[CH2:29][CH2:28][CH2:27][CH2:26]1)=[O:24]. (9) Given the product [Br:1][C:2]1[CH:17]=[CH:16][C:5]2[C:6]3[N:7]=[C:8]([C:14]#[CH:20])[S:9][C:10]=3[CH2:11][CH2:12][O:13][C:4]=2[CH:3]=1, predict the reactants needed to synthesize it. The reactants are: [Br:1][C:2]1[CH:17]=[CH:16][C:5]2[C:6]3[N:7]=[C:8]([CH:14]=O)[S:9][C:10]=3[CH2:11][CH2:12][O:13][C:4]=2[CH:3]=1.[N+](=[C:20](P(OC)(OC)=O)C(OC)=O)=[N-].C(=O)([O-])[O-].[K+].[K+]. (10) Given the product [CH3:1][O:2][C:3]([CH:5]1[CH2:8][N:7]([CH2:9][C:51]2[CH:52]=[C:53]3[C:48](=[CH:49][CH:50]=2)[N:47]=[C:46]([O:45][C@H:42]2[CH2:41][CH2:40][C@H:39]([C:35]([CH3:36])([CH3:38])[CH3:37])[CH2:44][CH2:43]2)[CH:55]=[CH:54]3)[CH2:6]1)=[O:4], predict the reactants needed to synthesize it. The reactants are: [CH3:1][O:2][C:3]([CH:5]1[CH2:8][N:7]([CH2:9]C2C=C(C(F)(F)F)C3C(=CC=C(O[C@H]4CC[C@H](C(C)(C)C)CC4)C=3)N=2)[CH2:6]1)=[O:4].[C:35]([C@H:39]1[CH2:44][CH2:43][C@H:42]([O:45][C:46]2[CH:55]=[CH:54][C:53]3[C:48](=[CH:49][CH:50]=[C:51](C=O)[CH:52]=3)[N:47]=2)[CH2:41][CH2:40]1)([CH3:38])([CH3:37])[CH3:36].